This data is from Full USPTO retrosynthesis dataset with 1.9M reactions from patents (1976-2016). The task is: Predict the reactants needed to synthesize the given product. (1) The reactants are: [OH:1][C:2]1[CH:7]=[CH:6][CH:5]=[CH:4][C:3]=1[CH2:8][C:9]([NH:11][CH3:12])=[O:10].[N+](C1C=C(S(O[CH2:26][C@@H:27]2[CH2:29][O:28]2)(=O)=O)C=CC=1)([O-])=O.C(=O)([O-])[O-].[Cs+].[Cs+]. Given the product [CH3:12][NH:11][C:9](=[O:10])[CH2:8][C:3]1[CH:4]=[CH:5][CH:6]=[CH:7][C:2]=1[O:1][CH2:26][C@@H:27]1[CH2:29][O:28]1, predict the reactants needed to synthesize it. (2) Given the product [CH3:1][S:2]([C:5]1[CH:6]=[CH:7][C:8]([O:11][C:12]2[CH:13]=[C:14]3[C:18](=[C:19]([O:21][CH:22]4[CH2:23][CH2:24][O:25][CH2:26][CH2:27]4)[CH:20]=2)[NH:17][C:16]([C:28]([OH:30])=[O:29])=[CH:15]3)=[N:9][CH:10]=1)(=[O:4])=[O:3], predict the reactants needed to synthesize it. The reactants are: [CH3:1][S:2]([C:5]1[CH:6]=[CH:7][C:8]([O:11][C:12]2[CH:13]=[C:14]3[C:18](=[C:19]([O:21][CH:22]4[CH2:27][CH2:26][O:25][CH2:24][CH2:23]4)[CH:20]=2)[NH:17][C:16]([C:28]([O:30]CC)=[O:29])=[CH:15]3)=[N:9][CH:10]=1)(=[O:4])=[O:3].[OH-].[Na+].O1CCCC1. (3) Given the product [Cl:36][C:6]1[CH:5]=[N+:4]([O-:37])[CH:3]=[C:2]([Cl:1])[C:7]=1[CH2:8][C@@H:9]([C:21]1[CH:26]=[CH:25][C:24]([O:27][CH:28]([F:29])[F:30])=[C:23]([O:31][CH2:32][CH:33]2[CH2:35][CH2:34]2)[CH:22]=1)[O:10][C:11](=[O:20])[C:12]1[CH:13]=[CH:14][C:15]([CH2:18][N:38]2[CH2:43][CH2:42][CH:41]([OH:44])[CH2:40][CH2:39]2)=[CH:16][CH:17]=1, predict the reactants needed to synthesize it. The reactants are: [Cl:1][C:2]1[CH:3]=[N+:4]([O-:37])[CH:5]=[C:6]([Cl:36])[C:7]=1[CH2:8][C@@H:9]([C:21]1[CH:26]=[CH:25][C:24]([O:27][CH:28]([F:30])[F:29])=[C:23]([O:31][CH2:32][CH:33]2[CH2:35][CH2:34]2)[CH:22]=1)[O:10][C:11](=[O:20])[C:12]1[CH:17]=[CH:16][C:15]([CH:18]=O)=[CH:14][CH:13]=1.[NH:38]1[CH2:43][CH2:42][CH:41]([OH:44])[CH2:40][CH2:39]1.[BH3-]C#N.[Na+].CC(O)=O. (4) Given the product [OH:9][CH2:8][C:4]1[CH:3]=[C:2]([NH:35][CH2:34][CH2:33][NH:32][C:31](=[O:36])[O:30][C:26]([CH3:28])([CH3:27])[CH3:29])[CH:7]=[CH:6][N:5]=1, predict the reactants needed to synthesize it. The reactants are: Cl[C:2]1[CH:7]=[CH:6][N:5]=[C:4]([CH2:8][OH:9])[CH:3]=1.C(N(CC)C(C)C)(C)C.C1(C)C=CC=CC=1.[C:26]([O:30][C:31](=[O:36])[NH:32][CH2:33][CH2:34][NH2:35])([CH3:29])([CH3:28])[CH3:27].